From a dataset of Full USPTO retrosynthesis dataset with 1.9M reactions from patents (1976-2016). Predict the reactants needed to synthesize the given product. (1) Given the product [CH:14]1([CH2:13][O:12][C:7]2[C:2]([C:23]3[CH:24]=[CH:25][C:20]([O:19][C:18]([F:30])([F:29])[F:17])=[CH:21][CH:22]=3)=[CH:3][C:4]([C:9]([NH:32][C@@H:33]3[CH2:38][CH2:37][CH2:36][CH2:35][C@H:34]3[OH:39])=[O:11])=[CH:5][N:6]=2)[CH2:16][CH2:15]1, predict the reactants needed to synthesize it. The reactants are: Br[C:2]1[CH:3]=[C:4]([C:9]([OH:11])=O)[CH:5]=[N:6][C:7]=1Cl.[OH:12][CH2:13][CH:14]1[CH2:16][CH2:15]1.[F:17][C:18]([F:30])([F:29])[O:19][C:20]1[CH:25]=[CH:24][C:23](B(O)O)=[CH:22][CH:21]=1.Cl.[NH2:32][C@@H:33]1[CH2:38][CH2:37][CH2:36][CH2:35][C@H:34]1[OH:39]. (2) Given the product [F:18][C:19]1[CH:24]=[CH:23][C:22]([C:25]2[N:29]=[C:28]3[N:27]([C:26]=2[C:35]2[CH:40]=[CH:39][N:38]=[C:37]([NH2:41])[CH:36]=2)[CH2:31][CH2:32][CH2:33][S:30]3)=[CH:21][CH:20]=1, predict the reactants needed to synthesize it. The reactants are: S1CCN2C=CN=C12.N1C=CN2CCCSC=12.[F:18][C:19]1[CH:24]=[CH:23][C:22]([C:25]2[NH:29][C:28](=[S:30])[N:27]([CH2:31][CH2:32][CH2:33]O)[C:26]=2[C:35]2[CH:40]=[CH:39][N:38]=[C:37]([NH:41]C(=O)C)[CH:36]=2)=[CH:21][CH:20]=1.FC1C=CC(C2NC(=S)N(CCO)C=2C2C=CN=C(NC(=O)C)C=2)=CC=1.CS(Cl)(=O)=O. (3) Given the product [CH2:1]([O:8][C:9](=[O:28])[C@@H:10]([NH:20][C:21](=[O:23])[C@@H:53]([NH:52][C:50]([O:49][C:46]([CH3:48])([CH3:47])[CH3:45])=[O:51])[CH:54]1[CH2:56][CH2:55]1)[CH2:11][C:12]1[CH:13]=[CH:14][C:15]([O:18][CH3:19])=[CH:16][CH:17]=1)[C:2]1[CH:3]=[CH:4][CH:5]=[CH:6][CH:7]=1, predict the reactants needed to synthesize it. The reactants are: [CH2:1]([O:8][C:9](=[O:28])[C@@H:10]([NH:20][C:21]([O:23]C(C)(C)C)=O)[CH2:11][C:12]1[CH:17]=[CH:16][C:15]([O:18][CH3:19])=[CH:14][CH:13]=1)[C:2]1[CH:7]=[CH:6][CH:5]=[CH:4][CH:3]=1.FC(F)(F)C(O)=O.C(N(CC)C(C)C)(C)C.[CH3:45][C:46]([O:49][C:50]([NH:52][C@H:53](C(O)=O)[CH:54]1[CH2:56][CH2:55]1)=[O:51])([CH3:48])[CH3:47].CN(C(ON1N=NC2C=CC=NC1=2)=[N+](C)C)C.F[P-](F)(F)(F)(F)F. (4) Given the product [Cl:1][C:2]1[C:7](=[O:8])[N:6]([C:9]2[CH:10]=[C:11]([C:12](=[O:13])[C:32]#[CH:33])[CH:18]=[CH:19][C:20]=2[CH3:21])[C:5]([CH3:22])=[N:4][C:3]=1[O:23][CH2:24][C:25]1[CH:30]=[CH:29][CH:28]=[C:27]([F:31])[N:26]=1, predict the reactants needed to synthesize it. The reactants are: [Cl:1][C:2]1[C:7](=[O:8])[N:6]([C:9]2[CH:10]=[C:11]([CH:18]=[CH:19][C:20]=2[CH3:21])[C:12](N(OC)C)=[O:13])[C:5]([CH3:22])=[N:4][C:3]=1[O:23][CH2:24][C:25]1[CH:30]=[CH:29][CH:28]=[C:27]([F:31])[N:26]=1.[C:32]([Mg]Cl)#[CH:33]. (5) Given the product [OH:43][CH:13]1[CH2:12][N:11]([CH2:10][CH2:9][CH2:8][CH2:7][CH2:6][CH2:5][C:4]([OH:3])=[O:41])[C:16]2=[N:17][C:18]([C:27]3[CH:32]=[CH:31][CH:30]=[CH:29][CH:28]=3)=[C:19]([C:21]3[CH:22]=[CH:23][CH:24]=[CH:25][CH:26]=3)[N:20]=[C:15]2[CH:14]1[OH:48], predict the reactants needed to synthesize it. The reactants are: C([O:3][C:4](=[O:41])[CH2:5][CH2:6][CH2:7][CH2:8][CH2:9][CH2:10][N:11]1[C:16]2=[N:17][C:18]([C:27]3[CH:32]=[CH:31][CH:30]=[CH:29][CH:28]=3)=[C:19]([C:21]3[CH:26]=[CH:25][CH:24]=[CH:23][CH:22]=3)[N:20]=[C:15]2[CH:14](CC([O-])=O)[CH:13](CC([O-])=O)[CH2:12]1)C.[Li+].[OH-:43].Cl.C1C[O:48]CC1. (6) Given the product [CH3:26][O:25][C:22]1[CH:21]=[CH:20][C:19]([C:17]2[CH:18]=[C:14]([NH:13][C:10](=[O:12])[CH2:9][CH2:8][CH2:7][N:1]3[CH2:2][CH2:3][CH2:4][CH2:5][CH2:6]3)[NH:15][N:16]=2)=[CH:24][CH:23]=1, predict the reactants needed to synthesize it. The reactants are: [N:1]1([CH2:7][CH2:8][CH2:9][C:10]([OH:12])=O)[CH2:6][CH2:5][CH2:4][CH2:3][CH2:2]1.[NH2:13][C:14]1[CH:18]=[C:17]([C:19]2[CH:24]=[CH:23][C:22]([O:25][CH3:26])=[CH:21][CH:20]=2)[NH:16][N:15]=1. (7) Given the product [CH2:29]([C@H:15]1[CH2:16][C@@H:17]([O:19][CH2:20][C:21]2[CH:26]=[CH:25][C:24]([O:27][CH3:28])=[CH:23][CH:22]=2)[CH2:18][C@@H:14]1[C:11]1[C:3]2=[C:4]3[CH:10]=[CH:9][NH:8][C:5]3=[N:6][CH:7]=[C:2]2[NH:13][N:12]=1)[CH3:30].[CH2:29]([C@@H:15]1[CH2:16][C@H:17]([O:19][CH2:20][C:21]2[CH:26]=[CH:25][C:24]([O:27][CH3:28])=[CH:23][CH:22]=2)[CH2:18][C@H:14]1[C:11]1[C:3]2=[C:4]3[CH:10]=[CH:9][NH:8][C:5]3=[N:6][CH:7]=[C:2]2[NH:13][N:12]=1)[CH3:30], predict the reactants needed to synthesize it. The reactants are: Cl[C:2]1[C:3]([C:11]([CH:14]2[CH2:18][CH:17]([O:19][CH2:20][C:21]3[CH:26]=[CH:25][C:24]([O:27][CH3:28])=[CH:23][CH:22]=3)[CH2:16][CH:15]2[CH2:29][CH3:30])=[N:12][NH2:13])=[C:4]2[CH:10]=[CH:9][NH:8][C:5]2=[N:6][CH:7]=1.CN1C(=O)CCC1.CC(C)([O-])C.[Na+]. (8) Given the product [CH3:15][S:16]([O:7][CH2:1][CH2:2][CH2:3][CH2:4][CH:5]=[CH2:6])(=[O:18])=[O:17], predict the reactants needed to synthesize it. The reactants are: [CH2:1]([OH:7])[CH2:2][CH2:3][CH2:4][CH:5]=[CH2:6].C(N(CC)CC)C.[CH3:15][S:16](Cl)(=[O:18])=[O:17]. (9) Given the product [CH:1]1([O:9][C:19]([NH:18][CH2:17][CH2:16][O:15][C:10](=[O:14])[C:11]([CH3:13])=[CH2:12])=[O:20])[CH2:8][CH2:7][CH2:6][CH2:5][CH2:4][CH2:3][CH2:2]1, predict the reactants needed to synthesize it. The reactants are: [CH:1]1([OH:9])[CH2:8][CH2:7][CH2:6][CH2:5][CH2:4][CH2:3][CH2:2]1.[C:10]([O:15][CH2:16][CH2:17][N:18]=[C:19]=[O:20])(=[O:14])[C:11]([CH3:13])=[CH2:12]. (10) Given the product [CH3:31][C:32]([CH3:37])([CH3:36])[C:33]([NH:21][CH2:20][C:15]1[CH:16]=[CH:17][CH:18]=[CH:19][C:14]=1[N:11]1[CH2:10][CH2:9][NH:8][CH2:13][CH2:12]1)=[O:34], predict the reactants needed to synthesize it. The reactants are: C([N:8]1[CH2:13][CH2:12][N:11]([C:14]2[CH:19]=[CH:18][CH:17]=[CH:16][C:15]=2[CH2:20][NH2:21])[CH2:10][CH2:9]1)(OC(C)(C)C)=O.CCN(C(C)C)C(C)C.[CH3:31][C:32]([CH3:37])([CH3:36])[C:33](Cl)=[O:34].[OH-].[Na+].